From a dataset of Reaction yield outcomes from USPTO patents with 853,638 reactions. Predict the reaction yield, written as a fraction of the theoretical maximum amount of product (1.0 means a 100% yield; for example, 0.34 means a 34% yield). (1) The reactants are [N+:1]([C:4]1[CH:5]=[N:6][N:7]([CH2:9][CH2:10][N:11]2[CH2:16][CH2:15][O:14][CH2:13][CH2:12]2)[CH:8]=1)([O-])=O.[H][H]. The catalyst is CCO.[Pd]. The product is [N:11]1([CH2:10][CH2:9][N:7]2[CH:8]=[C:4]([NH2:1])[CH:5]=[N:6]2)[CH2:16][CH2:15][O:14][CH2:13][CH2:12]1. The yield is 0.910. (2) The reactants are [Br:1][C:2]1[C:3]([Cl:9])=[C:4]([CH:6]=[CH:7][CH:8]=1)[NH2:5].C[Al](C)C.[F:14][C:15]1[C:20]2[NH:21]C(=O)[O:23][C:24](=O)[C:19]=2[CH:18]=[CH:17][CH:16]=1.Cl. The catalyst is C1(C)C=CC=CC=1. The product is [NH2:21][C:20]1[C:15]([F:14])=[CH:16][CH:17]=[CH:18][C:19]=1[C:24]([NH:5][C:4]1[CH:6]=[CH:7][CH:8]=[C:2]([Br:1])[C:3]=1[Cl:9])=[O:23]. The yield is 0.350. (3) The reactants are [Si:1]([O:8][C@@H:9]([C@H:14]1[CH2:18][O:17][C:16]([CH3:20])([CH3:19])[O:15]1)[C@@H:10]([CH3:13])[CH2:11]O)([C:4]([CH3:7])([CH3:6])[CH3:5])([CH3:3])[CH3:2].CC(OC(/N=N/C(OC(C)C)=O)=O)C.C1C=CC(P(C2C=CC=CC=2)C2C=CC=CC=2)=CC=1.C1C=CC(P([N:68]=[N+:69]=[N-:70])(C2C=CC=CC=2)=O)=CC=1. The catalyst is C1COCC1. The product is [N:68]([CH2:11][C@H:10]([CH3:13])[C@H:9]([C@H:14]1[CH2:18][O:17][C:16]([CH3:20])([CH3:19])[O:15]1)[O:8][Si:1]([C:4]([CH3:7])([CH3:6])[CH3:5])([CH3:3])[CH3:2])=[N+:69]=[N-:70]. The yield is 0.620.